This data is from NCI-60 drug combinations with 297,098 pairs across 59 cell lines. The task is: Regression. Given two drug SMILES strings and cell line genomic features, predict the synergy score measuring deviation from expected non-interaction effect. (1) Drug 1: CN(CC1=CN=C2C(=N1)C(=NC(=N2)N)N)C3=CC=C(C=C3)C(=O)NC(CCC(=O)O)C(=O)O. Drug 2: C1C(C(OC1N2C=C(C(=O)NC2=O)F)CO)O. Cell line: U251. Synergy scores: CSS=34.1, Synergy_ZIP=-6.53, Synergy_Bliss=-5.73, Synergy_Loewe=-17.2, Synergy_HSA=-3.33. (2) Drug 1: CNC(=O)C1=CC=CC=C1SC2=CC3=C(C=C2)C(=NN3)C=CC4=CC=CC=N4. Drug 2: C1CNP(=O)(OC1)N(CCCl)CCCl. Cell line: HT29. Synergy scores: CSS=-9.07, Synergy_ZIP=-0.0820, Synergy_Bliss=-6.10, Synergy_Loewe=-8.55, Synergy_HSA=-7.60. (3) Drug 1: CC12CCC3C(C1CCC2=O)CC(=C)C4=CC(=O)C=CC34C. Drug 2: COC1=NC(=NC2=C1N=CN2C3C(C(C(O3)CO)O)O)N. Cell line: ACHN. Synergy scores: CSS=46.7, Synergy_ZIP=3.87, Synergy_Bliss=4.26, Synergy_Loewe=-1.53, Synergy_HSA=3.53.